Dataset: Reaction yield outcomes from USPTO patents with 853,638 reactions. Task: Predict the reaction yield, written as a fraction of the theoretical maximum amount of product (1.0 means a 100% yield; for example, 0.34 means a 34% yield). (1) The reactants are Cl[C:2]1[CH:3]=[CH:4][C:5]2[O:14][CH2:13][CH2:12][C:11]3[CH:10]=[C:9]([C:15]4[N:16]([C:20]5[CH:25]=[CH:24][C:23]([F:26])=[CH:22][C:21]=5[F:27])[N:17]=[CH:18][N:19]=4)[S:8][C:7]=3[C:6]=2[N:28]=1.[NH2:29][CH:30]1[CH2:33][N:32]([C:34]([O:36][C:37]([CH3:40])([CH3:39])[CH3:38])=[O:35])[CH2:31]1.CC(C1C=C(C(C)C)C(C2C=CC=CC=2P(C2CCCCC2)C2CCCCC2)=C(C(C)C)C=1)C.C(O[Na])(C)(C)C. The catalyst is CC([O-])=O.CC([O-])=O.[Pd+2].O1CCOCC1. The product is [C:37]([O:36][C:34]([N:32]1[CH2:33][CH:30]([NH:29][C:2]2[CH:3]=[CH:4][C:5]3[O:14][CH2:13][CH2:12][C:11]4[CH:10]=[C:9]([C:15]5[N:16]([C:20]6[CH:25]=[CH:24][C:23]([F:26])=[CH:22][C:21]=6[F:27])[N:17]=[CH:18][N:19]=5)[S:8][C:7]=4[C:6]=3[N:28]=2)[CH2:31]1)=[O:35])([CH3:40])([CH3:38])[CH3:39]. The yield is 0.640. (2) The reactants are C(=O)([O-])[O-].[K+].[K+].Cl[C:8]1[CH:9]=[C:10]([CH:15]=[CH:16][N:17]=1)[C:11]([O:13][CH3:14])=[O:12].[Cl:18][C:19]1[CH:20]=[C:21](B2OC(C)(C)C(C)(C)O2)[CH:22]=[C:23]([Cl:25])[CH:24]=1.CO. The catalyst is O.C(Cl)Cl.Cl[Pd]Cl. The product is [Cl:18][C:19]1[CH:20]=[C:21]([C:8]2[CH:9]=[C:10]([CH:15]=[CH:16][N:17]=2)[C:11]([O:13][CH3:14])=[O:12])[CH:22]=[C:23]([Cl:25])[CH:24]=1. The yield is 0.740. (3) The reactants are [Br:1]Br.[OH:3][C:4]1[CH:5]=[C:6]2[C:11](=[CH:12][CH:13]=1)[CH:10]=[N:9][CH:8]=[CH:7]2.C(OCC)(=O)C. The catalyst is C(Cl)(Cl)Cl. The product is [Br:1][C:5]1[C:4]([OH:3])=[CH:13][CH:12]=[C:11]2[C:6]=1[CH:7]=[CH:8][N:9]=[CH:10]2. The yield is 0.880. (4) The reactants are [OH:1][C@H:2]([CH2:40][NH:41][CH2:42][C:43]1[CH:48]=[CH:47][CH:46]=[C:45]([O:49][CH3:50])[CH:44]=1)[C@@H:3]([NH:11][C:12]([C:14]1[CH:15]=[C:16]([C:31]2[O:32][CH2:33][C@@H:34]([C:36]([O:38][CH3:39])=[O:37])[N:35]=2)[CH:17]=[C:18]([C:20](=[O:30])[N:21]([CH3:29])[CH2:22][C:23]2[S:24][CH:25]=[C:26]([CH3:28])[N:27]=2)[CH:19]=1)=[O:13])[CH2:4][C:5]1[CH:10]=[CH:9][CH:8]=[CH:7][CH:6]=1.BrC(Cl)(Cl)Cl.C1CCN2C(=NCCC2)CC1. The catalyst is C(Cl)Cl. The product is [OH:1][C@H:2]([CH2:40][NH:41][CH2:42][C:43]1[CH:48]=[CH:47][CH:46]=[C:45]([O:49][CH3:50])[CH:44]=1)[C@@H:3]([NH:11][C:12]([C:14]1[CH:15]=[C:16]([C:31]2[O:32][CH:33]=[C:34]([C:36]([O:38][CH3:39])=[O:37])[N:35]=2)[CH:17]=[C:18]([C:20](=[O:30])[N:21]([CH3:29])[CH2:22][C:23]2[S:24][CH:25]=[C:26]([CH3:28])[N:27]=2)[CH:19]=1)=[O:13])[CH2:4][C:5]1[CH:10]=[CH:9][CH:8]=[CH:7][CH:6]=1. The yield is 0.550. (5) The reactants are [C:1]([C:3]([NH:20][C:21](=[O:33])[C:22]1[CH:27]=[CH:26][C:25]([O:28][C:29]([F:32])([F:31])[F:30])=[CH:24][CH:23]=1)([CH3:19])[CH2:4][N:5]1[C:13]([O:14][CH3:15])=[C:12]2[C:7]([CH:8]=[C:9]([N+:16]([O-])=O)[CH:10]=[CH:11]2)=[N:6]1)#[N:2]. The catalyst is [Pd].CO. The product is [NH2:16][C:9]1[CH:10]=[CH:11][C:12]2[C:7]([CH:8]=1)=[N:6][N:5]([CH2:4][C:3]([NH:20][C:21](=[O:33])[C:22]1[CH:23]=[CH:24][C:25]([O:28][C:29]([F:32])([F:30])[F:31])=[CH:26][CH:27]=1)([C:1]#[N:2])[CH3:19])[C:13]=2[O:14][CH3:15]. The yield is 0.640. (6) The yield is 0.530. The product is [Br:1][C:2]1[CH:7]=[C:6]([F:8])[CH:5]=[CH:4][C:3]=1[CH:9]1[N:10]=[C:11]([C:22]2[N:26]=[CH:25][N:24]([CH2:27][C:28]([O:30][CH2:31][CH3:32])=[O:29])[N:23]=2)[NH:12][C:13]([CH2:20][N:34]2[CH2:39][CH2:38][O:37][CH:36]([CH2:40][C:41]([OH:43])=[O:42])[CH2:35]2)=[C:14]1[C:15]([O:17][CH2:18][CH3:19])=[O:16]. The reactants are [Br:1][C:2]1[CH:7]=[C:6]([F:8])[CH:5]=[CH:4][C:3]=1[CH:9]1[C:14]([C:15]([O:17][CH2:18][CH3:19])=[O:16])=[C:13]([CH2:20]Br)[NH:12][C:11]([C:22]2[N:26]=[CH:25][N:24]([CH2:27][C:28]([O:30][CH2:31][CH3:32])=[O:29])[N:23]=2)=[N:10]1.Cl.[NH:34]1[CH2:39][CH2:38][O:37][CH:36]([CH2:40][C:41]([OH:43])=[O:42])[CH2:35]1. No catalyst specified. (7) The reactants are [F:1][C:2]1[CH:22]=[C:21]([NH:23][C:24]([C:26]2([C:29](=[O:38])[NH:30][C:31]3[CH:36]=[CH:35][C:34]([F:37])=[CH:33][CH:32]=3)[CH2:28][CH2:27]2)=[O:25])[C:20]([F:39])=[CH:19][C:3]=1[O:4][C:5]1[CH:10]=[CH:9][N:8]=[C:7]([NH:11]C(=O)OC(C)(C)C)[CH:6]=1.C(O)(C(F)(F)F)=O.C([O-])(O)=O.[Na+]. The catalyst is C(Cl)Cl. The product is [NH2:11][C:7]1[CH:6]=[C:5]([O:4][C:3]2[C:2]([F:1])=[CH:22][C:21]([NH:23][C:24]([C:26]3([C:29]([NH:30][C:31]4[CH:32]=[CH:33][C:34]([F:37])=[CH:35][CH:36]=4)=[O:38])[CH2:28][CH2:27]3)=[O:25])=[C:20]([F:39])[CH:19]=2)[CH:10]=[CH:9][N:8]=1. The yield is 0.820. (8) The reactants are [H-].[Na+].[F:3][C:4]1[C:5]([CH2:16][N:17]([CH3:25])[C:18](=[O:24])[O:19][C:20]([CH3:23])([CH3:22])[CH3:21])=[CH:6][NH:7][C:8]=1[C:9]1[C:10]([F:15])=[N:11][CH:12]=[CH:13][CH:14]=1.C1OCCOCCOCCOCCOC1.Cl.[CH3:42][C:43]1[N:48]=[CH:47][C:46]([S:49](Cl)(=[O:51])=[O:50])=[CH:45][CH:44]=1. The catalyst is O1CCCC1.O. The product is [F:3][C:4]1[C:5]([CH2:16][N:17]([CH3:25])[C:18](=[O:24])[O:19][C:20]([CH3:21])([CH3:22])[CH3:23])=[CH:6][N:7]([S:49]([C:46]2[CH:47]=[N:48][C:43]([CH3:42])=[CH:44][CH:45]=2)(=[O:51])=[O:50])[C:8]=1[C:9]1[C:10]([F:15])=[N:11][CH:12]=[CH:13][CH:14]=1. The yield is 0.830.